Dataset: Full USPTO retrosynthesis dataset with 1.9M reactions from patents (1976-2016). Task: Predict the reactants needed to synthesize the given product. (1) Given the product [Cl:30][C:24]1[CH:25]=[C:26]([Cl:29])[CH:27]=[CH:28][C:23]=1[CH2:22][C:10]1[C:11]([O:18][CH:19]([F:20])[F:21])=[N:12][C:13]2[C:8]([C:9]=1[CH3:31])=[C:7]([O:6][C@@H:4]([CH3:5])[C:3]([OH:32])=[O:2])[CH:16]=[CH:15][C:14]=2[F:17], predict the reactants needed to synthesize it. The reactants are: C[O:2][C:3](=[O:32])[C@@H:4]([O:6][C:7]1[CH:16]=[CH:15][C:14]([F:17])=[C:13]2[C:8]=1[C:9]([CH3:31])=[C:10]([CH2:22][C:23]1[CH:28]=[CH:27][C:26]([Cl:29])=[CH:25][C:24]=1[Cl:30])[C:11]([O:18][CH:19]([F:21])[F:20])=[N:12]2)[CH3:5].CO.O.[OH-].[Li+]. (2) The reactants are: [OH-].[Na+].C[O:4][C:5](=[O:28])[C:6]1[CH:11]=[CH:10][C:9]([CH2:12][N:13]2[C:21](=[O:22])[C:20]3[C@@H:19]4[C:23]([CH3:25])([CH3:24])[C@@:16]([CH3:26])([CH2:17][CH2:18]4)[C:15]=3[N:14]2[CH3:27])=[CH:8][CH:7]=1. Given the product [CH3:27][N:14]1[C:15]2[C@@:16]3([CH3:26])[C:23]([CH3:24])([CH3:25])[C@H:19]([CH2:18][CH2:17]3)[C:20]=2[C:21](=[O:22])[N:13]1[CH2:12][C:9]1[CH:8]=[CH:7][C:6]([C:5]([OH:28])=[O:4])=[CH:11][CH:10]=1, predict the reactants needed to synthesize it. (3) Given the product [CH3:11][O:10][CH:8]1[CH2:7][N:6]([C:12]([O:14][CH2:15][C:16]2[CH:17]=[CH:18][CH:19]=[CH:20][CH:21]=2)=[O:13])[CH:5]([C:2]2([O:1][CH3:22])[CH2:3][CH2:4]2)[CH2:9]1, predict the reactants needed to synthesize it. The reactants are: [OH:1][C:2]1([CH:5]2[CH2:9][CH:8]([O:10][CH3:11])[CH2:7][N:6]2[C:12]([O:14][CH2:15][C:16]2[CH:21]=[CH:20][CH:19]=[CH:18][CH:17]=2)=[O:13])[CH2:4][CH2:3]1.[CH3:22]I.[H-].[Na+].